Task: Predict the reactants needed to synthesize the given product.. Dataset: Full USPTO retrosynthesis dataset with 1.9M reactions from patents (1976-2016) (1) Given the product [Br:28][CH2:15][C:1]1[C:14]2[C:5](=[CH:6][C:7]3[C:12]([CH:13]=2)=[CH:11][CH:10]=[CH:9][CH:8]=3)[CH:4]=[CH:3][CH:2]=1, predict the reactants needed to synthesize it. The reactants are: [C:1]1([CH2:15]O)[C:14]2[C:5](=[CH:6][C:7]3[C:12]([CH:13]=2)=[CH:11][CH:10]=[CH:9][CH:8]=3)[CH:4]=[CH:3][CH:2]=1.C(Cl)(Cl)Cl.N1C=CC=CC=1.P(Br)(Br)[Br:28]. (2) The reactants are: [N:1]1[CH:6]=[CH:5][CH:4]=[C:3]([O:7][CH2:8][CH:9]2[CH2:14][CH:13]3[N:15](C(OC(C)(C)C)=O)[CH:10]2[CH2:11][CH2:12]3)[N:2]=1.[ClH:23]. Given the product [ClH:23].[N:1]1[CH:6]=[CH:5][CH:4]=[C:3]([O:7][CH2:8][CH:9]2[CH2:14][CH:13]3[NH:15][CH:10]2[CH2:11][CH2:12]3)[N:2]=1, predict the reactants needed to synthesize it.